Dataset: Catalyst prediction with 721,799 reactions and 888 catalyst types from USPTO. Task: Predict which catalyst facilitates the given reaction. (1) Reactant: [Cl:1][C:2]1[CH:7]=[C:6]([CH2:8][O:9][CH:10]2[CH2:15][CH2:14][CH2:13][CH2:12][O:11]2)[C:5]([O:16][CH3:17])=[CH:4][C:3]=1[C:18](=[N:20][OH:21])[NH2:19].CCN(C(C)C)C(C)C.[Br:31][CH2:32][CH2:33][CH2:34][C:35](Cl)=O. Product: [Br:31][CH2:32][CH2:33][CH2:34][C:35]1[O:21][N:20]=[C:18]([C:3]2[CH:4]=[C:5]([O:16][CH3:17])[C:6]([CH2:8][O:9][CH:10]3[CH2:15][CH2:14][CH2:13][CH2:12][O:11]3)=[CH:7][C:2]=2[Cl:1])[N:19]=1. The catalyst class is: 426. (2) Reactant: [H-].[Na+].[CH3:3][C:4]1[NH:8][C:7]([C:9]([O:11][CH2:12][CH3:13])=[O:10])=[CH:6][CH:5]=1.I[CH3:15].Cl. Product: [CH3:15][N:8]1[C:4]([CH3:3])=[CH:5][CH:6]=[C:7]1[C:9]([O:11][CH2:12][CH3:13])=[O:10]. The catalyst class is: 3.